Dataset: Reaction yield outcomes from USPTO patents with 853,638 reactions. Task: Predict the reaction yield, written as a fraction of the theoretical maximum amount of product (1.0 means a 100% yield; for example, 0.34 means a 34% yield). (1) The reactants are C(=O)([O-])[O-].[K+].[K+].[Cl:7][C:8]1[N:16]=[C:15]2[C:11]([N:12]=[CH:13][NH:14]2)=[C:10]([Cl:17])[N:9]=1.[CH2:18](Br)[C:19]1[CH:24]=[CH:23][CH:22]=[CH:21][CH:20]=1.O. The yield is 0.940. The product is [CH2:18]([N:14]1[CH:13]=[N:12][C:11]2[C:15]1=[N:16][C:8]([Cl:7])=[N:9][C:10]=2[Cl:17])[C:19]1[CH:24]=[CH:23][CH:22]=[CH:21][CH:20]=1. The catalyst is CN(C)C=O. (2) The reactants are [CH2:1]([O:4][C:5]1([CH3:38])[CH2:10][CH2:9][N:8]([C:11]2[N:16]3[N:17]=[C:18]([C:20]4[CH:25]=[CH:24][CH:23]=[C:22](Br)[CH:21]=4)[CH:19]=[C:15]3[N:14]=[C:13]([CH3:27])[C:12]=2[C@H:28]([O:33][C:34]([CH3:37])([CH3:36])[CH3:35])[C:29]([O:31][CH3:32])=[O:30])[CH2:7][CH2:6]1)[CH:2]=[CH2:3].[F:39][C:40]1[CH:41]=[CH:42][C:43]([OH:49])=[C:44](B(O)O)[CH:45]=1.CN(C=O)C.C([O-])([O-])=O.[Na+].[Na+]. The catalyst is CCOC(C)=O.C1C=CC([P]([Pd]([P](C2C=CC=CC=2)(C2C=CC=CC=2)C2C=CC=CC=2)([P](C2C=CC=CC=2)(C2C=CC=CC=2)C2C=CC=CC=2)[P](C2C=CC=CC=2)(C2C=CC=CC=2)C2C=CC=CC=2)(C2C=CC=CC=2)C2C=CC=CC=2)=CC=1. The product is [CH2:1]([O:4][C:5]1([CH3:38])[CH2:10][CH2:9][N:8]([C:11]2[N:16]3[N:17]=[C:18]([C:20]4[CH:21]=[C:22]([C:42]5[CH:41]=[C:40]([F:39])[CH:45]=[CH:44][C:43]=5[OH:49])[CH:23]=[CH:24][CH:25]=4)[CH:19]=[C:15]3[N:14]=[C:13]([CH3:27])[C:12]=2[C@H:28]([O:33][C:34]([CH3:37])([CH3:36])[CH3:35])[C:29]([O:31][CH3:32])=[O:30])[CH2:7][CH2:6]1)[CH:2]=[CH2:3]. The yield is 0.750. (3) The reactants are [NH2:1][C:2]1[CH:18]=[CH:17][C:16]([Br:19])=[CH:15][C:3]=1[C:4]([NH:6][CH:7]1[CH2:12][CH2:11][C:10](=[O:13])[NH:9][C:8]1=[O:14])=[O:5].[C:20](OC)(OC)(OC)C.C1(C)C=CC(S(O)(=O)=O)=CC=1. No catalyst specified. The product is [Br:19][C:16]1[CH:15]=[C:3]2[C:2](=[CH:18][CH:17]=1)[N:1]=[CH:20][N:6]([CH:7]1[CH2:12][CH2:11][C:10](=[O:13])[NH:9][C:8]1=[O:14])[C:4]2=[O:5]. The yield is 0.100. (4) The reactants are C([O:5][C:6](=[O:28])[CH2:7][N:8]([C:11]([O:13][CH2:14][CH:15]1[C:27]2[C:22](=[CH:23][CH:24]=[CH:25][CH:26]=2)[C:21]2[C:16]1=[CH:17][CH:18]=[CH:19][CH:20]=2)=[O:12])[NH:9][CH3:10])(C)(C)C. The catalyst is Cl. The product is [C:11]([N:8]([CH2:7][C:6]([OH:28])=[O:5])[NH:9][CH3:10])([O:13][CH2:14][CH:15]1[C:27]2[C:22](=[CH:23][CH:24]=[CH:25][CH:26]=2)[C:21]2[C:16]1=[CH:17][CH:18]=[CH:19][CH:20]=2)=[O:12]. The yield is 0.720. (5) The reactants are [CH3:1][CH:2]1[CH2:7][CH2:6][C:5](=O)[CH:4]([CH2:9][C:10](=O)[C:11]2[CH:16]=[CH:15][CH:14]=[CH:13][CH:12]=2)[CH2:3]1.[NH2:18][C:19]1[CH:20]=[C:21]([CH:25]=[CH:26][CH:27]=1)[C:22]([OH:24])=[O:23]. No catalyst specified. The product is [CH3:1][CH:2]1[CH2:7][CH2:6][C:5]2[N:18]([C:19]3[CH:20]=[C:21]([CH:25]=[CH:26][CH:27]=3)[C:22]([OH:24])=[O:23])[C:10]([C:11]3[CH:16]=[CH:15][CH:14]=[CH:13][CH:12]=3)=[CH:9][C:4]=2[CH2:3]1. The yield is 0.690. (6) The product is [NH2:39][C:36]1[CH:37]=[CH:38][C:33]([S:30]([C:27]2[CH:26]=[CH:25][C:24]([NH:23][C:21]([NH:20][C:16]3[CH:17]=[CH:18][CH:19]=[C:14]([C:13]([N:10]4[CH2:11][CH2:12][CH:7]([OH:6])[CH2:8][CH2:9]4)=[NH:42])[CH:15]=3)=[O:22])=[CH:29][CH:28]=2)(=[O:32])=[O:31])=[CH:34][CH:35]=1. The yield is 0.180. The reactants are O.O.[Sn](Cl)Cl.[OH:6][CH:7]1[CH2:12][CH2:11][N:10]([C:13](=[NH:42])[C:14]2[CH:15]=[C:16]([NH:20][C:21]([NH:23][C:24]3[CH:29]=[CH:28][C:27]([S:30]([C:33]4[CH:38]=[CH:37][C:36]([N+:39]([O-])=O)=[CH:35][CH:34]=4)(=[O:32])=[O:31])=[CH:26][CH:25]=3)=[O:22])[CH:17]=[CH:18][CH:19]=2)[CH2:9][CH2:8]1. The catalyst is C(O)(=O)C.CO.